Dataset: Full USPTO retrosynthesis dataset with 1.9M reactions from patents (1976-2016). Task: Predict the reactants needed to synthesize the given product. (1) Given the product [F:23][C:17]1[CH:18]=[C:19]([I:22])[CH:20]=[CH:21][C:16]=1[NH:15][C:14]1[N:9]2[CH:10]=[N:11][CH:12]=[CH:13][C:8]2=[CH:7][C:6]=1[C:4]([OH:5])=[O:3], predict the reactants needed to synthesize it. The reactants are: C([O:3][C:4]([C:6]1[CH:7]=[C:8]2[CH:13]=[CH:12][N:11]=[CH:10][N:9]2[C:14]=1[NH:15][C:16]1[CH:21]=[CH:20][C:19]([I:22])=[CH:18][C:17]=1[F:23])=[O:5])C.O.[OH-].[Li+].Cl. (2) Given the product [Cl:23][C:20]1[CH:21]=[CH:22][C:17]([CH2:16][N:15]2[C:11]([C:10]#[C:9][C:3]3[C:2]([C:32]4[CH:31]=[CH:30][C:29]([N:42]5[CH2:43][CH2:44][N:45]([CH3:48])[CH2:46][CH2:47]5)=[CH:28][C:27]=4[O:25][CH3:26])=[CH:7][N:6]=[C:5]([NH2:8])[CH:4]=3)=[CH:12][CH:13]=[N:14]2)=[CH:18][C:19]=1[F:24], predict the reactants needed to synthesize it. The reactants are: Br[C:2]1[C:3]([C:9]#[C:10][C:11]2[N:15]([CH2:16][C:17]3[CH:22]=[CH:21][C:20]([Cl:23])=[C:19]([F:24])[CH:18]=3)[N:14]=[CH:13][CH:12]=2)=[CH:4][C:5]([NH2:8])=[N:6][CH:7]=1.[O:25]([C:27]1[CH:28]=[C:29]([N:42]2[CH2:47][CH2:46][N:45]([CH3:48])[CH2:44][CH2:43]2)[CH:30]=[CH:31][C:32]=1B1OC(C)(C)C(C)(C)O1)[CH3:26]. (3) Given the product [C:23]1([CH3:28])[CH:24]=[CH:25][CH:26]=[CH:27][C:22]=1[NH:21][C:19]([C:11]1[NH:10][CH:14]=[CH:13][C:12]=1[C:15]([F:16])([F:17])[F:18])=[O:20], predict the reactants needed to synthesize it. The reactants are: C1(S([N:10]2[CH:14]=[CH:13][C:12]([C:15]([F:18])([F:17])[F:16])=[C:11]2[C:19]([NH:21][C:22]2[CH:27]=[CH:26][CH:25]=[CH:24][C:23]=2[CH3:28])=[O:20])(=O)=O)C=CC=CC=1.[OH-].[Na+]. (4) Given the product [C:17]([C@@H:18]([NH:37][C:38]([C:40]1([NH:46][C:47](=[O:53])[O:48][C:49]([CH3:51])([CH3:50])[CH3:52])[CH2:45][CH2:44][CH2:43][CH2:42][CH2:41]1)=[O:39])[CH2:19][C:20]1[CH:25]=[CH:24][C:23]([C:26]2[CH:27]=[C:28]3[CH2:34][N:33]([CH3:35])[C:32](=[O:36])[C:29]3=[N:30][CH:31]=2)=[CH:22][CH:21]=1)#[N:16], predict the reactants needed to synthesize it. The reactants are: CC[N+](S(N=C(OC)[O-])(=O)=O)(CC)CC.[NH2:16][C:17](=O)[C@@H:18]([NH:37][C:38]([C:40]1([NH:46][C:47](=[O:53])[O:48][C:49]([CH3:52])([CH3:51])[CH3:50])[CH2:45][CH2:44][CH2:43][CH2:42][CH2:41]1)=[O:39])[CH2:19][C:20]1[CH:25]=[CH:24][C:23]([C:26]2[CH:27]=[C:28]3[CH2:34][N:33]([CH3:35])[C:32](=[O:36])[C:29]3=[N:30][CH:31]=2)=[CH:22][CH:21]=1. (5) Given the product [CH3:41][CH:24]1[N:23]2[C:28]([CH2:29][O:30][C:31]3[C:22]2=[CH:21][C:20]([NH:19][C:16]2([CH3:18])[CH2:17][NH:14][CH2:15]2)=[C:33]([C:34]2[CH:35]=[CH:36][CH:37]=[CH:38][CH:39]=2)[CH:32]=3)=[N:27][NH:26][C:25]1=[O:40], predict the reactants needed to synthesize it. The reactants are: C([N:14]1[CH2:17][C:16]([NH:19][C:20]2[CH:21]=[C:22]3[C:31](=[CH:32][C:33]=2[C:34]2[CH:39]=[CH:38][CH:37]=[CH:36][CH:35]=2)[O:30][CH2:29][C:28]2[N:23]3[CH:24]([CH3:41])[C:25](=[O:40])[NH:26][N:27]=2)([CH3:18])[CH2:15]1)(C1C=CC=CC=1)C1C=CC=CC=1.